From a dataset of NCI-60 drug combinations with 297,098 pairs across 59 cell lines. Regression. Given two drug SMILES strings and cell line genomic features, predict the synergy score measuring deviation from expected non-interaction effect. (1) Drug 1: C1CCN(CC1)CCOC2=CC=C(C=C2)C(=O)C3=C(SC4=C3C=CC(=C4)O)C5=CC=C(C=C5)O. Drug 2: CN(CC1=CN=C2C(=N1)C(=NC(=N2)N)N)C3=CC=C(C=C3)C(=O)NC(CCC(=O)O)C(=O)O. Cell line: HL-60(TB). Synergy scores: CSS=56.6, Synergy_ZIP=3.33, Synergy_Bliss=1.49, Synergy_Loewe=-27.4, Synergy_HSA=-3.15. (2) Drug 2: CC(C)CN1C=NC2=C1C3=CC=CC=C3N=C2N. Drug 1: CC12CCC(CC1=CCC3C2CCC4(C3CC=C4C5=CN=CC=C5)C)O. Synergy scores: CSS=-4.02, Synergy_ZIP=-0.0710, Synergy_Bliss=1.69, Synergy_Loewe=-2.97, Synergy_HSA=-2.96. Cell line: HCC-2998. (3) Drug 1: CCC1(CC2CC(C3=C(CCN(C2)C1)C4=CC=CC=C4N3)(C5=C(C=C6C(=C5)C78CCN9C7C(C=CC9)(C(C(C8N6C=O)(C(=O)OC)O)OC(=O)C)CC)OC)C(=O)OC)O.OS(=O)(=O)O. Drug 2: CC12CCC3C(C1CCC2O)C(CC4=C3C=CC(=C4)O)CCCCCCCCCS(=O)CCCC(C(F)(F)F)(F)F. Cell line: SK-MEL-28. Synergy scores: CSS=13.5, Synergy_ZIP=-3.44, Synergy_Bliss=4.60, Synergy_Loewe=-11.2, Synergy_HSA=4.96. (4) Drug 1: C1=CC=C(C=C1)NC(=O)CCCCCCC(=O)NO. Drug 2: C1CCC(C(C1)N)N.C(=O)(C(=O)[O-])[O-].[Pt+4]. Cell line: OVCAR-8. Synergy scores: CSS=36.4, Synergy_ZIP=-6.94, Synergy_Bliss=-1.69, Synergy_Loewe=-1.56, Synergy_HSA=0.896. (5) Drug 1: C1=CC(=CC=C1CCC2=CNC3=C2C(=O)NC(=N3)N)C(=O)NC(CCC(=O)O)C(=O)O. Drug 2: CCC1(CC2CC(C3=C(CCN(C2)C1)C4=CC=CC=C4N3)(C5=C(C=C6C(=C5)C78CCN9C7C(C=CC9)(C(C(C8N6C=O)(C(=O)OC)O)OC(=O)C)CC)OC)C(=O)OC)O.OS(=O)(=O)O. Cell line: K-562. Synergy scores: CSS=77.9, Synergy_ZIP=0.710, Synergy_Bliss=0.523, Synergy_Loewe=-9.23, Synergy_HSA=2.53.